This data is from Full USPTO retrosynthesis dataset with 1.9M reactions from patents (1976-2016). The task is: Predict the reactants needed to synthesize the given product. (1) The reactants are: Br[CH2:2][C:3]1[C:4]([Cl:10])=[N:5][CH:6]=[CH:7][C:8]=1[Cl:9].[SH:11][C:12]1[N:17]=[C:16]([OH:18])[CH:15]=[C:14]([C:19]([F:22])([F:21])[F:20])[N:13]=1.C(N(CC)CC)C. Given the product [Cl:10][C:4]1[C:3]([CH2:2][S:11][C:12]2[N:17]=[C:16]([OH:18])[CH:15]=[C:14]([C:19]([F:22])([F:20])[F:21])[N:13]=2)=[C:8]([Cl:9])[CH:7]=[CH:6][N:5]=1, predict the reactants needed to synthesize it. (2) Given the product [NH2:41][C:38]1[CH:39]=[C:40]2[C:35](=[CH:36][CH:37]=1)[N:34]=[CH:33][C:32]([C:44]#[N:45])=[C:31]2[NH:30][C:28]1[N:27]([CH3:46])[N:26]=[C:25]([C:21]([CH3:24])([CH3:23])[CH3:22])[CH:29]=1, predict the reactants needed to synthesize it. The reactants are: O.O.[Sn](Cl)(Cl)(Cl)Cl.[N+](C1C=CC2C(=CC=CC=2)N=1)([O-])=O.[C:21]([C:25]1[CH:29]=[C:28]([NH:30][C:31]2[C:40]3[C:35](=[CH:36][CH:37]=[C:38]([N+:41]([O-])=O)[CH:39]=3)[N:34]=[CH:33][C:32]=2[C:44]#[N:45])[N:27]([CH3:46])[N:26]=1)([CH3:24])([CH3:23])[CH3:22]. (3) Given the product [CH:1]1([NH:4][S:23]([C:21]2[CH:22]=[C:17]([C:15]3[N:16]=[C:11]4[CH:10]=[CH:9][C:8]([O:7][CH2:5][CH3:6])=[N:13][N:12]4[CH:14]=3)[CH:18]=[CH:19][C:20]=2[C:27]([F:30])([F:28])[F:29])(=[O:24])=[O:25])[CH2:3][CH2:2]1, predict the reactants needed to synthesize it. The reactants are: [CH:1]1([NH2:4])[CH2:3][CH2:2]1.[CH2:5]([O:7][C:8]1[CH:9]=[CH:10][C:11]2[N:12]([CH:14]=[C:15]([C:17]3[CH:18]=[CH:19][C:20]([C:27]([F:30])([F:29])[F:28])=[C:21]([S:23](Cl)(=[O:25])=[O:24])[CH:22]=3)[N:16]=2)[N:13]=1)[CH3:6]. (4) Given the product [F:62][C:61]1[CH:60]=[CH:59][CH:58]=[C:57]([F:63])[C:56]=1[C:54]1[S:55][C:51]([NH:50][C:48](=[O:49])[O:47][C:43]([CH3:44])([CH3:45])[CH3:46])=[C:52]([C:64](=[O:66])[NH:67][C:68]2[CH:69]=[N:70][N:71]([CH3:82])[C:72]=2[N:73]2[CH2:79][CH2:78][CH2:77][C:76]([OH:80])([CH3:81])[CH2:75][CH2:74]2)[N:53]=1, predict the reactants needed to synthesize it. The reactants are: CCN(C(C)C)C(C)C.C1CN([P+](ON2N=NC3C=CC=CC2=3)(N2CCCC2)N2CCCC2)CC1.F[P-](F)(F)(F)(F)F.[C:43]([O:47][C:48]([NH:50][C:51]1[S:55][C:54]([C:56]2[C:61]([F:62])=[CH:60][CH:59]=[CH:58][C:57]=2[F:63])=[N:53][C:52]=1[C:64]([OH:66])=O)=[O:49])([CH3:46])([CH3:45])[CH3:44].[NH2:67][C:68]1[CH:69]=[N:70][N:71]([CH3:82])[C:72]=1[N:73]1[CH2:79][CH2:78][CH2:77][C:76]([CH3:81])([OH:80])[CH2:75][CH2:74]1. (5) Given the product [NH2:25][CH:26]1[CH2:31][CH2:30][CH2:29][N:28]([C:6]2[N:5]([CH2:4][C:3]3[CH:19]=[CH:20][CH:21]=[CH:22][C:2]=3[Br:1])[C:13]3[C:12](=[O:14])[N:11]([CH3:15])[C:10](=[O:16])[N:9]([CH3:17])[C:8]=3[N:7]=2)[CH2:27]1, predict the reactants needed to synthesize it. The reactants are: [Br:1][C:2]1[CH:22]=[CH:21][CH:20]=[CH:19][C:3]=1[CH2:4][N:5]1[C:13]2[C:12](=[O:14])[N:11]([CH3:15])[C:10](=[O:16])[N:9]([CH3:17])[C:8]=2[N:7]=[C:6]1Cl.Cl.Cl.[NH2:25][CH:26]1[CH2:31][CH2:30][CH2:29][NH:28][CH2:27]1.C(N(CC)CC)C.CN(C=O)C. (6) Given the product [O:20]1[C:21]2[CH:26]=[CH:25][CH:24]=[CH:23][C:22]=2[C:18]([CH2:17][CH2:16][CH2:15][C:12]#[N:13])=[CH:19]1, predict the reactants needed to synthesize it. The reactants are: S1C2C=CC=CC=2C(CC[C:12]#[N:13])=C1.Br[CH2:15][CH2:16][CH2:17][C:18]1[C:22]2[CH:23]=[CH:24][CH:25]=[CH:26][C:21]=2[O:20][CH:19]=1.[C-]#N.[Na+]. (7) Given the product [NH2:1][C:2]1[C:7]2[C:8](=[O:30])[N:9]([C:14]3[CH:19]=[CH:18][C:17]([C:40]4[C:41]([C:42]#[N:43])=[CH:44][C:45]([Cl:48])=[CH:46][CH:47]=4)=[C:16]([F:29])[CH:15]=3)[CH2:10][C@@H:11]([CH3:13])[O:12][C:6]=2[N:5]=[CH:4][N:3]=1, predict the reactants needed to synthesize it. The reactants are: [NH2:1][C:2]1[C:7]2[C:8](=[O:30])[N:9]([C:14]3[CH:19]=[CH:18][C:17](B4OC(C)(C)C(C)(C)O4)=[C:16]([F:29])[CH:15]=3)[CH2:10][C@@H:11]([CH3:13])[O:12][C:6]=2[N:5]=[CH:4][N:3]=1.P([O-])([O-])([O-])=O.[K+].[K+].[K+].Br[C:40]1[CH:47]=[CH:46][C:45]([Cl:48])=[CH:44][C:41]=1[C:42]#[N:43].C(O)C. (8) Given the product [C:1]([C:3]1[CH:13]=[CH:12][C:6]([C:7]([NH:15][NH2:16])=[O:8])=[CH:5][CH:4]=1)#[N:2], predict the reactants needed to synthesize it. The reactants are: [C:1]([C:3]1[CH:13]=[CH:12][C:6]([C:7](OCC)=[O:8])=[CH:5][CH:4]=1)#[N:2].O.[NH2:15][NH2:16]. (9) Given the product [Br:1][C:2]1[CH:7]=[C:6]([NH:8][C:9]([NH2:11])=[S:10])[CH:5]=[C:4]([Br:20])[N:3]=1, predict the reactants needed to synthesize it. The reactants are: [Br:1][C:2]1[CH:7]=[C:6]([NH:8][C:9]([NH:11]C(=O)C2C=CC=CC=2)=[S:10])[CH:5]=[C:4]([Br:20])[N:3]=1.[OH-].[Na+].CCOC(C)=O.CCCCCC.